Dataset: Catalyst prediction with 721,799 reactions and 888 catalyst types from USPTO. Task: Predict which catalyst facilitates the given reaction. (1) The catalyst class is: 15. Reactant: [CH:1]1[C:14]2[CH:13]=[C:12]([C:15]3[CH:16]=[C:17]([C:21]4(O)[C:34]5[CH:33]=[CH:32][CH:31]=[CH:30][C:29]=5[C:28]([C:36]5[CH:41]=[CH:40][CH:39]=[C:38]([C:42]6[C:43]7[C:48]([C:49]8[CH:50]=[CH:51][CH:52]=[CH:53][C:54]=8[CH:55]=6)=[CH:47][CH:46]=[CH:45][CH:44]=7)[CH:37]=5)(O)[C:27]5[C:22]4=[CH:23][CH:24]=[CH:25][CH:26]=5)[CH:18]=[CH:19][CH:20]=3)[C:11]3[C:6](=[CH:7][CH:8]=[CH:9][CH:10]=3)[C:5]=2[CH:4]=[CH:3][CH:2]=1.I.[PH2](O)=O. Product: [CH:1]1[C:14]2[CH:13]=[C:12]([C:15]3[CH:16]=[C:17]([C:21]4[C:22]5[C:27]([C:28]([C:36]6[CH:41]=[CH:40][CH:39]=[C:38]([C:42]7[C:43]8[C:48]([C:49]9[CH:50]=[CH:51][CH:52]=[CH:53][C:54]=9[CH:55]=7)=[CH:47][CH:46]=[CH:45][CH:44]=8)[CH:37]=6)=[C:29]6[C:34]=4[CH:33]=[CH:32][CH:31]=[CH:30]6)=[CH:26][CH:25]=[CH:24][CH:23]=5)[CH:18]=[CH:19][CH:20]=3)[C:11]3[C:6](=[CH:7][CH:8]=[CH:9][CH:10]=3)[C:5]=2[CH:4]=[CH:3][CH:2]=1. (2) Reactant: [O:1]1[C:5]2[CH:6]=[CH:7][CH:8]=[CH:9][C:4]=2[C:3]([NH:10][C:11]([N:13]2[CH2:18][CH2:17][N:16]([C:19]3[S:23][N:22]=[C:21]([N:24]4[CH2:29][CH2:28][CH:27]([C:30]([O:32]CC)=[O:31])[CH2:26][CH2:25]4)[N:20]=3)[CH2:15][CH2:14]2)=[O:12])=[N:2]1.[OH-].[Na+].O1CCCC1. Product: [O:1]1[C:5]2[CH:6]=[CH:7][CH:8]=[CH:9][C:4]=2[C:3]([NH:10][C:11]([N:13]2[CH2:18][CH2:17][N:16]([C:19]3[S:23][N:22]=[C:21]([N:24]4[CH2:25][CH2:26][CH:27]([C:30]([OH:32])=[O:31])[CH2:28][CH2:29]4)[N:20]=3)[CH2:15][CH2:14]2)=[O:12])=[N:2]1. The catalyst class is: 8.